Dataset: NCI-60 drug combinations with 297,098 pairs across 59 cell lines. Task: Regression. Given two drug SMILES strings and cell line genomic features, predict the synergy score measuring deviation from expected non-interaction effect. (1) Drug 1: CC=C1C(=O)NC(C(=O)OC2CC(=O)NC(C(=O)NC(CSSCCC=C2)C(=O)N1)C(C)C)C(C)C. Drug 2: C1=CC=C(C=C1)NC(=O)CCCCCCC(=O)NO. Cell line: SK-OV-3. Synergy scores: CSS=50.5, Synergy_ZIP=-1.29, Synergy_Bliss=-2.38, Synergy_Loewe=-2.47, Synergy_HSA=0.254. (2) Drug 1: CC1=C2C(C(=O)C3(C(CC4C(C3C(C(C2(C)C)(CC1OC(=O)C(C(C5=CC=CC=C5)NC(=O)OC(C)(C)C)O)O)OC(=O)C6=CC=CC=C6)(CO4)OC(=O)C)OC)C)OC. Drug 2: C1C(C(OC1N2C=NC(=NC2=O)N)CO)O. Cell line: RXF 393. Synergy scores: CSS=52.9, Synergy_ZIP=8.56, Synergy_Bliss=12.1, Synergy_Loewe=8.87, Synergy_HSA=18.0. (3) Drug 1: C1=CC=C(C=C1)NC(=O)CCCCCCC(=O)NO. Drug 2: C1=NC2=C(N1)C(=S)N=CN2. Cell line: OVCAR3. Synergy scores: CSS=54.5, Synergy_ZIP=4.04, Synergy_Bliss=4.93, Synergy_Loewe=-6.14, Synergy_HSA=6.40.